From a dataset of Catalyst prediction with 721,799 reactions and 888 catalyst types from USPTO. Predict which catalyst facilitates the given reaction. Reactant: P([O-])([O-])([O-])=O.[Ca+2].[Ca+2].[Ca+2].P([O-])([O-])([O-])=[O:10].[C:14](#[N:21])[C:15]1[CH:20]=[CH:19][CH:18]=[CH:17][CH:16]=1. Product: [C:14]([NH2:21])(=[O:10])[C:15]1[CH:20]=[CH:19][CH:18]=[CH:17][CH:16]=1. The catalyst class is: 6.